Dataset: Full USPTO retrosynthesis dataset with 1.9M reactions from patents (1976-2016). Task: Predict the reactants needed to synthesize the given product. (1) Given the product [F:39][C:10]1[C:9]([O:8][CH2:7][CH2:6][OH:5])=[CH:14][C:13]([O:15][CH3:16])=[CH:12][C:11]=1[CH:17]([NH:30][C:31]1[CH:32]=[CH:33][C:34]([C:37]#[N:38])=[CH:35][CH:36]=1)[C:18]1[NH:22][C:21](=[O:23])[N:20]([C:24]2[N:25]=[CH:26][CH:27]=[CH:28][N:29]=2)[N:19]=1, predict the reactants needed to synthesize it. The reactants are: C(OC(=O)[O:5][CH2:6][CH2:7][O:8][C:9]1[CH:14]=[C:13]([O:15][CH3:16])[CH:12]=[C:11]([CH:17]([NH:30][C:31]2[CH:36]=[CH:35][C:34]([C:37]#[N:38])=[CH:33][CH:32]=2)[C:18]2[NH:22][C:21](=[O:23])[N:20]([C:24]3[N:29]=[CH:28][CH:27]=[CH:26][N:25]=3)[N:19]=2)[C:10]=1[F:39])C.[OH-].[Na+].C(O)(=O)C. (2) Given the product [F:36][C:2]1([C:26]([F:28])([F:27])[F:29])[C:10]2[C:5](=[CH:6][CH:7]=[C:8]([N:11]3[CH:16]=[C:15]([C:17]([O:19][CH2:20][CH3:21])=[O:18])[C:14](=[O:22])[NH:13][C:12]3=[O:23])[CH:9]=2)[N:4]([CH3:24])[C:3]1=[O:25], predict the reactants needed to synthesize it. The reactants are: O[C:2]1([C:26]([F:29])([F:28])[F:27])[C:10]2[C:5](=[CH:6][CH:7]=[C:8]([N:11]3[CH:16]=[C:15]([C:17]([O:19][CH2:20][CH3:21])=[O:18])[C:14](=[O:22])[NH:13][C:12]3=[O:23])[CH:9]=2)[N:4]([CH3:24])[C:3]1=[O:25].C(N(S(F)(F)[F:36])CC)C.